From a dataset of Full USPTO retrosynthesis dataset with 1.9M reactions from patents (1976-2016). Predict the reactants needed to synthesize the given product. (1) Given the product [F:1][C:2]([F:25])([C:18]1[CH:23]=[CH:22][C:21]([F:24])=[CH:20][N:19]=1)[C:3]1[NH:16][C:15](=[O:17])[C:14]2[C:6](=[C:7]([C:8]([O:10][CH3:27])=[O:9])[CH:11]=[CH:12][CH:13]=2)[N:5]=1, predict the reactants needed to synthesize it. The reactants are: [F:1][C:2]([F:25])([C:18]1[CH:23]=[CH:22][C:21]([F:24])=[CH:20][N:19]=1)[C:3]([NH:5][C:6]1[C:14]([C:15](=[O:17])[NH2:16])=[CH:13][CH:12]=[CH:11][C:7]=1[C:8]([OH:10])=[O:9])=O.Cl.[CH3:27]COCC. (2) Given the product [Cl:19][CH2:18][C@H:16]([OH:17])[CH2:15][NH:5][C:4]1[CH:6]=[CH:7][C:8]([N:9]2[CH2:14][CH2:13][O:12][CH2:11][CH2:10]2)=[C:2]([F:1])[CH:3]=1, predict the reactants needed to synthesize it. The reactants are: [F:1][C:2]1[CH:3]=[C:4]([CH:6]=[CH:7][C:8]=1[N:9]1[CH2:14][CH2:13][O:12][CH2:11][CH2:10]1)[NH2:5].[CH2:15]1[O:17][C@H:16]1[CH2:18][Cl:19].